Dataset: Catalyst prediction with 721,799 reactions and 888 catalyst types from USPTO. Task: Predict which catalyst facilitates the given reaction. (1) Reactant: [F:1][C:2]1[CH:7]=[CH:6][C:5]([C:8]2[C:17]([NH:18][C@H:19]([C:21]3[CH:26]=[CH:25][CH:24]=[CH:23][CH:22]=3)[CH3:20])=[N:16][C:15]3[C:10](=[CH:11][CH:12]=[C:13]([C:27]([O:29]C)=[O:28])[CH:14]=3)[N:9]=2)=[CH:4][CH:3]=1.[H-].[Na+].[CH3:33]I. Product: [F:1][C:2]1[CH:7]=[CH:6][C:5]([C:8]2[C:17]([N:18]([CH3:33])[C@H:19]([C:21]3[CH:26]=[CH:25][CH:24]=[CH:23][CH:22]=3)[CH3:20])=[N:16][C:15]3[C:10](=[CH:11][CH:12]=[C:13]([C:27]([OH:29])=[O:28])[CH:14]=3)[N:9]=2)=[CH:4][CH:3]=1. The catalyst class is: 7. (2) Reactant: S(Cl)(Cl)=O.[Cl:5][C:6]1[CH:7]=[C:8]([C:15]([CH3:20])([CH3:19])[C:16]([OH:18])=O)[CH:9]=[CH:10][C:11]=1[N+:12]([O-:14])=[O:13].C(N(C(C)C)CC)(C)C.[CH2:30]([NH:34][CH2:35][CH:36]([CH3:38])[CH3:37])[CH:31]([CH3:33])[CH3:32]. Product: [Cl:5][C:6]1[CH:7]=[C:8]([C:15]([CH3:20])([CH3:19])[C:16]([N:34]([CH2:35][CH:36]([CH3:38])[CH3:37])[CH2:30][CH:31]([CH3:33])[CH3:32])=[O:18])[CH:9]=[CH:10][C:11]=1[N+:12]([O-:14])=[O:13]. The catalyst class is: 4. (3) Reactant: [N:1]12[CH2:8][CH2:7][C:4]([CH2:9][NH:10][CH2:11][C:12]3[C:20]4[C:19]([C:21]([O:23]C)=[O:22])=[CH:18][CH:17]=[CH:16][C:15]=4[NH:14][N:13]=3)([CH2:5][CH2:6]1)[CH2:3][CH2:2]2.O.[OH-].[Li+:27]. Product: [N:1]12[CH2:8][CH2:7][C:4]([CH2:9][NH:10][CH2:11][C:12]3[C:20]4[C:19]([C:21]([O-:23])=[O:22])=[CH:18][CH:17]=[CH:16][C:15]=4[NH:14][N:13]=3)([CH2:5][CH2:6]1)[CH2:3][CH2:2]2.[Li+:27]. The catalyst class is: 30. (4) Reactant: [NH2:1][CH2:2][CH:3]1[CH2:8][CH2:7][N:6]([C:9]([C:11]2[CH:16]=[CH:15][N:14]=[C:13]([F:17])[CH:12]=2)=[O:10])[CH2:5][CH2:4]1.[F:18][C:19]1[CH:20]=[C:21]([C:25]2[CH:33]=[CH:32][C:28]([C:29](O)=[O:30])=[CH:27][N:26]=2)[CH:22]=[CH:23][CH:24]=1.CN(C(ON1N=NC2C=CC=NC1=2)=[N+](C)C)C.F[P-](F)(F)(F)(F)F.CCN(C(C)C)C(C)C. Product: [F:17][C:13]1[CH:12]=[C:11]([CH:16]=[CH:15][N:14]=1)[C:9]([N:6]1[CH2:7][CH2:8][CH:3]([CH2:2][NH:1][C:29](=[O:30])[C:28]2[CH:32]=[CH:33][C:25]([C:21]3[CH:22]=[CH:23][CH:24]=[C:19]([F:18])[CH:20]=3)=[N:26][CH:27]=2)[CH2:4][CH2:5]1)=[O:10]. The catalyst class is: 3.